This data is from Catalyst prediction with 721,799 reactions and 888 catalyst types from USPTO. The task is: Predict which catalyst facilitates the given reaction. (1) Reactant: [Br:1][C:2]1[CH:3]=[C:4]2[C:9](=[CH:10][CH:11]=1)[N:8]=[CH:7][C:6](C#N)=[C:5]2/[CH:14]=[CH:15]/[N:16]([CH3:18])C.[OH:19]S(O)(=O)=O.C([O-])([O-])=O.[K+].[K+]. Product: [Br:1][C:2]1[CH:11]=[CH:10][C:9]2[N:8]=[CH:7][C:6]3[C:5]([C:4]=2[CH:3]=1)=[CH:14][CH:15]=[N:16][C:18]=3[OH:19]. The catalyst class is: 313. (2) The catalyst class is: 215. Reactant: [CH:1]1([N:4]([CH2:29][C:30]2[CH:35]=[C:34]([CH2:36][CH2:37][CH2:38][O:39][CH3:40])[CH:33]=[C:32]([O:41][CH2:42][CH2:43][O:44][CH3:45])[CH:31]=2)[C:5]([C@@H:7]2[C@:12]([C:14]3[CH:19]=[C:18]([F:20])[CH:17]=[C:16]([F:21])[CH:15]=3)([OH:13])[CH2:11][CH2:10][N:9]([C:22]([O:24][C:25]([CH3:28])([CH3:27])[CH3:26])=[O:23])[CH2:8]2)=[O:6])[CH2:3][CH2:2]1.[CH3:46]I.[H-].[Na+]. Product: [CH:1]1([N:4]([CH2:29][C:30]2[CH:35]=[C:34]([CH2:36][CH2:37][CH2:38][O:39][CH3:40])[CH:33]=[C:32]([O:41][CH2:42][CH2:43][O:44][CH3:45])[CH:31]=2)[C:5]([C@@H:7]2[C@:12]([C:14]3[CH:19]=[C:18]([F:20])[CH:17]=[C:16]([F:21])[CH:15]=3)([O:13][CH3:46])[CH2:11][CH2:10][N:9]([C:22]([O:24][C:25]([CH3:28])([CH3:27])[CH3:26])=[O:23])[CH2:8]2)=[O:6])[CH2:3][CH2:2]1.